From a dataset of Catalyst prediction with 721,799 reactions and 888 catalyst types from USPTO. Predict which catalyst facilitates the given reaction. (1) Reactant: [NH2:1][C:2]1[CH:9]=[CH:8][C:7]([N+:10]([O-])=O)=[CH:6][C:3]=1[C:4]#[N:5].[NH:13]1[CH2:18][CH2:17][O:16][CH2:15][CH2:14]1.C[Si](C)(C)CC[O:23][C:24](=[O:39])[CH2:25][CH2:26][C:27]([C:29]1[C:37]2[C:32](=[CH:33][CH:34]=[C:35]([Cl:38])[CH:36]=2)[NH:31][CH:30]=1)=[O:28].[H][H].[CH3:44]CCC[N+](CCCC)(CCCC)CCCC.[F-].Cl. Product: [NH2:10][C:7]1[CH:6]=[C:3]2[C:2](=[CH:9][CH:8]=1)[N:1]=[C:44]([N:31]1[C:32]3[C:37](=[CH:36][C:35]([Cl:38])=[CH:34][CH:33]=3)[C:29]([C:27](=[O:28])[CH2:26][CH2:25][C:24]([OH:23])=[O:39])=[CH:30]1)[N:5]=[C:4]2[N:13]1[CH2:18][CH2:17][O:16][CH2:15][CH2:14]1. The catalyst class is: 45. (2) Reactant: C(OC(=O)[NH:7][C@H:8]1[CH2:13][CH2:12][C@H:11]([N:14]([CH2:22][C:23]2[CH:28]=[CH:27][CH:26]=[CH:25][CH:24]=2)[CH2:15][C:16]2[CH:21]=[CH:20][CH:19]=[CH:18][CH:17]=2)[CH2:10][CH2:9]1)(C)(C)C.Cl. Product: [CH2:22]([N:14]([CH2:15][C:16]1[CH:21]=[CH:20][CH:19]=[CH:18][CH:17]=1)[C@H:11]1[CH2:12][CH2:13][C@H:8]([NH2:7])[CH2:9][CH2:10]1)[C:23]1[CH:24]=[CH:25][CH:26]=[CH:27][CH:28]=1. The catalyst class is: 5. (3) Product: [N:1]1([C:7]2[N:12]=[C:11]([C:13]#[N:15])[CH:10]=[CH:9][CH:8]=2)[CH2:2][CH2:3][O:4][CH2:5][CH2:6]1. Reactant: [N:1]1([C:7]2[N:12]=[C:11]([C:13]([NH2:15])=O)[CH:10]=[CH:9][CH:8]=2)[CH2:6][CH2:5][O:4][CH2:3][CH2:2]1.C(N(CC)CC)C.FC(F)(F)C(OC(=O)C(F)(F)F)=O.C(=O)(O)[O-].[Na+]. The catalyst class is: 4. (4) Reactant: [NH2:1][C:2]1[CH:29]=[CH:28][C:5]([O:6][C:7]2[CH:12]=[CH:11][N:10]=[C:9]([NH:13][C:14]([N:16]3[CH2:21][CH2:20][CH:19]([CH2:22][N:23]4[CH2:27][CH2:26][CH2:25][CH2:24]4)[CH2:18][CH2:17]3)=[O:15])[CH:8]=2)=[CH:4][CH:3]=1.[F:30][C:31]1[CH:36]=[CH:35][C:34]([NH:37][C:38]([C:40]2([C:43](O)=[O:44])[CH2:42][CH2:41]2)=[O:39])=[CH:33][CH:32]=1.C(N(CC)CC)C.F[P-](F)(F)(F)(F)F.N1(O[P+](N(C)C)(N(C)C)N(C)C)C2C=CC=CC=2N=N1. Product: [F:30][C:31]1[CH:32]=[CH:33][C:34]([NH:37][C:38]([C:40]2([C:43]([NH:1][C:2]3[CH:29]=[CH:28][C:5]([O:6][C:7]4[CH:12]=[CH:11][N:10]=[C:9]([NH:13][C:14]([N:16]5[CH2:17][CH2:18][CH:19]([CH2:22][N:23]6[CH2:27][CH2:26][CH2:25][CH2:24]6)[CH2:20][CH2:21]5)=[O:15])[CH:8]=4)=[CH:4][CH:3]=3)=[O:44])[CH2:42][CH2:41]2)=[O:39])=[CH:35][CH:36]=1. The catalyst class is: 9. (5) Reactant: C(OC(=O)[C@H](O[C:8]1C=C(Cl)N=C(SCC2C=CC=C(F)C=2F)[N:9]=1)C)C.C([O:28][C:29](=O)[C@H:30]([O:32][C:33]1[CH:38]=[C:37]([NH:39][S:40]([N:43]2[CH2:46][CH2:45][CH2:44]2)(=[O:42])=[O:41])[N:36]=[C:35]([S:47][CH2:48][C:49]2[CH:54]=[CH:53][CH:52]=[C:51]([F:55])[C:50]=2[F:56])[N:34]=1)[CH3:31])C.CN. Product: [N:43]1([S:40]([NH:39][C:37]2[N:36]=[C:35]([S:47][CH2:48][C:49]3[CH:54]=[CH:53][CH:52]=[C:51]([F:55])[C:50]=3[F:56])[N:34]=[C:33]([O:32][C@H:30]([CH3:31])[C:29]([NH:9][CH3:8])=[O:28])[CH:38]=2)(=[O:41])=[O:42])[CH2:44][CH2:45][CH2:46]1. The catalyst class is: 8. (6) Reactant: [Cl:1][C:2]1[CH:3]=[C:4]2[C:9](=[C:10](Cl)[N:11]=1)[C:8](=[O:13])[NH:7][CH:6]=[CH:5]2.CCN(C(C)C)C(C)C.[NH2:23][C:24]1[CH:29]=[CH:28][C:27]([CH:30]2[CH2:35][CH2:34][N:33]([C:36]([O:38][C:39]([CH3:42])([CH3:41])[CH3:40])=[O:37])[CH2:32][CH2:31]2)=[C:26]([CH3:43])[CH:25]=1.O. Product: [Cl:1][C:2]1[N:11]=[C:10]([NH:23][C:24]2[CH:29]=[CH:28][C:27]([CH:30]3[CH2:35][CH2:34][N:33]([C:36]([O:38][C:39]([CH3:41])([CH3:40])[CH3:42])=[O:37])[CH2:32][CH2:31]3)=[C:26]([CH3:43])[CH:25]=2)[C:9]2[C:8](=[O:13])[NH:7][CH:6]=[CH:5][C:4]=2[CH:3]=1. The catalyst class is: 32. (7) Reactant: [Cl:1][C:2]1[CH:7]=[CH:6][C:5]([C:8]2[C:15]([C:16]3[CH:21]=[CH:20][CH:19]=[CH:18][CH:17]=3)=[C:14]3[N:10]([CH2:11][CH2:12][CH2:13]3)[CH:9]=2)=[CH:4][CH:3]=1.[O:22]=[C:23](Cl)[O:24][C:25](Cl)(Cl)Cl.CO. Product: [Cl:1][C:2]1[CH:3]=[CH:4][C:5]([C:8]2[C:15]([C:16]3[CH:17]=[CH:18][CH:19]=[CH:20][CH:21]=3)=[C:14]3[N:10]([C:9]=2[C:23]([O:24][CH3:25])=[O:22])[CH2:11][CH2:12][CH2:13]3)=[CH:6][CH:7]=1. The catalyst class is: 531. (8) Reactant: [F:1][C:2]1[CH:7]=[C:6]([I:8])[CH:5]=[CH:4][C:3]=1I.C([Mg]Cl)(C)C.CN(C)[CH:17]=[O:18]. Product: [F:1][C:2]1[CH:7]=[C:6]([I:8])[CH:5]=[CH:4][C:3]=1[CH:17]=[O:18]. The catalyst class is: 627. (9) Reactant: [CH:1]1([NH:7][C:8]2[CH:13]=[CH:12][C:11]([S:14]([NH2:17])(=[O:16])=[O:15])=[CH:10][C:9]=2[N+:18]([O-:20])=[O:19])[CH2:6][CH2:5][CH2:4][CH2:3][CH2:2]1.[Br:21]N1C(C)(C)C(=O)N(Br)C1=O.FC(F)(F)C(O)=O.C([O-])(O)=O.[Na+]. Product: [Br:21][C:13]1[CH:12]=[C:11]([S:14]([NH2:17])(=[O:16])=[O:15])[CH:10]=[C:9]([N+:18]([O-:20])=[O:19])[C:8]=1[NH:7][CH:1]1[CH2:2][CH2:3][CH2:4][CH2:5][CH2:6]1. The catalyst class is: 4. (10) The catalyst class is: 1. Reactant: [OH:1][CH2:2][CH:3]1[CH2:7][CH2:6][N:5]([C:8]([O:10][C:11]([CH3:14])([CH3:13])[CH3:12])=[O:9])[CH2:4]1.[H-].[Na+].[CH3:17]I. Product: [CH3:17][O:1][CH2:2][CH:3]1[CH2:7][CH2:6][N:5]([C:8]([O:10][C:11]([CH3:14])([CH3:13])[CH3:12])=[O:9])[CH2:4]1.